Dataset: Reaction yield outcomes from USPTO patents with 853,638 reactions. Task: Predict the reaction yield, written as a fraction of the theoretical maximum amount of product (1.0 means a 100% yield; for example, 0.34 means a 34% yield). (1) The reactants are Br[C:2]1[CH:7]=[CH:6][C:5]([O:8][C:9]2[CH:14]=[CH:13][C:12]([S:15]([CH3:18])(=[O:17])=[O:16])=[CH:11][CH:10]=2)=[CH:4][N:3]=1.[CH3:19][N:20]1[CH:24]=[CH:23][C:22]([NH2:25])=[N:21]1. The catalyst is O1CCOCC1.Cl[Pd-](P(C1CC2CC1CC2)C1CC2CC1CC2)[C-]1C=CC=C1N(C)C.[CH-]1C=CC=C1.[Fe+2]. The product is [CH3:18][S:15]([C:12]1[CH:13]=[CH:14][C:9]([O:8][C:5]2[CH:6]=[CH:7][C:2]([NH:25][C:22]3[CH:23]=[CH:24][N:20]([CH3:19])[N:21]=3)=[N:3][CH:4]=2)=[CH:10][CH:11]=1)(=[O:17])=[O:16]. The yield is 0.550. (2) The reactants are [NH:1]1[CH2:11][CH2:10][CH2:9][CH:3]([C:4]([O:6][CH2:7][CH3:8])=[O:5])[CH2:2]1.CCN(C(C)C)C(C)C.[F:21][C:22]1[CH:30]=[CH:29][C:25]([C:26](Cl)=[O:27])=[CH:24][CH:23]=1. The catalyst is C1COCC1. The product is [CH2:7]([O:6][C:4]([CH:3]1[CH2:9][CH2:10][CH2:11][N:1]([C:26](=[O:27])[C:25]2[CH:29]=[CH:30][C:22]([F:21])=[CH:23][CH:24]=2)[CH2:2]1)=[O:5])[CH3:8]. The yield is 0.330. (3) The product is [NH2:1][C:2]1[CH:21]=[CH:20][C:5]([O:6][C:7]2[C:16]3[C:11](=[CH:12][C:13]([O:19][CH2:35][C@H:36]4[CH2:38][O:37]4)=[C:14]([C:17]#[N:18])[CH:15]=3)[N:10]=[CH:9][CH:8]=2)=[CH:4][CH:3]=1. The catalyst is CN(C)C=O.O. The reactants are [NH2:1][C:2]1[CH:21]=[CH:20][C:5]([O:6][C:7]2[C:16]3[C:11](=[CH:12][C:13]([OH:19])=[C:14]([C:17]#[N:18])[CH:15]=3)[N:10]=[CH:9][CH:8]=2)=[CH:4][CH:3]=1.[H-].[Na+].CC1C=CC(S(O[CH2:35][C@H:36]2[CH2:38][O:37]2)(=O)=O)=CC=1.C(OCC)(=O)C. The yield is 0.970. (4) The reactants are [F:1][C:2]([F:15])([C:7]1[CH:14]=[CH:13][C:10]([CH2:11][NH2:12])=[CH:9][CH:8]=1)[C:3]([F:6])([F:5])[F:4].[F:16][C:17]([F:29])([F:28])[C:18]1[CH:19]=[C:20]([CH2:24][C:25](O)=[O:26])[CH:21]=[CH:22][CH:23]=1.CN1CCOCC1.CN(C(ON1N=NC2C=CC=CC1=2)=[N+](C)C)C.F[P-](F)(F)(F)(F)F. The catalyst is CN(C=O)C. The product is [F:1][C:2]([F:15])([C:7]1[CH:14]=[CH:13][C:10]([CH2:11][NH:12][C:25](=[O:26])[CH2:24][C:20]2[CH:21]=[CH:22][CH:23]=[C:18]([C:17]([F:28])([F:16])[F:29])[CH:19]=2)=[CH:9][CH:8]=1)[C:3]([F:5])([F:4])[F:6]. The yield is 0.780.